The task is: Predict the product of the given reaction.. This data is from Forward reaction prediction with 1.9M reactions from USPTO patents (1976-2016). (1) Given the reactants C[O:2][C:3](=O)[CH:4]([NH:8][C:9](=[O:24])[C:10]1[CH:15]=[CH:14][C:13]([C:16]#[C:17][C:18]2[CH:23]=[CH:22][CH:21]=[CH:20][CH:19]=2)=[CH:12][CH:11]=1)[CH:5]([OH:7])[CH3:6].Cl.[NH2:27][OH:28].C[O-].[Na+].Cl, predict the reaction product. The product is: [OH:7][CH:5]([CH3:6])[CH:4]([NH:8][C:9](=[O:24])[C:10]1[CH:15]=[CH:14][C:13]([C:16]#[C:17][C:18]2[CH:23]=[CH:22][CH:21]=[CH:20][CH:19]=2)=[CH:12][CH:11]=1)[C:3](=[O:2])[NH:27][OH:28]. (2) Given the reactants Cl[C:2]1[N:3]=[CH:4][C:5]2[O:6][CH2:7][C:8](=[O:12])[NH:9][C:10]=2[N:11]=1.[CH3:13][C@H:14]1[O:19][CH2:18][C@@H:17]([C:20]2[CH:25]=[CH:24][CH:23]=[CH:22][CH:21]=2)[NH:16][CH2:15]1.C(N(CC)CC)C.Cl, predict the reaction product. The product is: [CH3:13][C@@H:14]1[CH2:15][N:16]([C:2]2[N:3]=[CH:4][C:5]3[O:6][CH2:7][C:8](=[O:12])[NH:9][C:10]=3[N:11]=2)[C@H:17]([C:20]2[CH:21]=[CH:22][CH:23]=[CH:24][CH:25]=2)[CH2:18][O:19]1. (3) Given the reactants [Cl:1][C:2]1[CH:7]=[N:6][CH:5]=[C:4]([O:8][C@@H:9]([C:11]2[CH:16]=[CH:15][CH:14]=[C:13]([N+:17]([O-])=O)[CH:12]=2)[CH3:10])[N:3]=1.[Cl-].[NH4+].[In], predict the reaction product. The product is: [Cl:1][C:2]1[N:3]=[C:4]([O:8][C@@H:9]([C:11]2[CH:12]=[C:13]([CH:14]=[CH:15][CH:16]=2)[NH2:17])[CH3:10])[CH:5]=[N:6][CH:7]=1.